This data is from Forward reaction prediction with 1.9M reactions from USPTO patents (1976-2016). The task is: Predict the product of the given reaction. (1) Given the reactants Cl[C:2]1[N:3]=[C:4]2[C:9](=[CH:10][CH:11]=1)[N:8]=[CH:7][C:6]1[CH:12]=[CH:13][C:14](=[O:26])[N:15]([C:16]3[CH:21]=[CH:20][CH:19]=[C:18]([C:22]([F:25])([F:24])[F:23])[CH:17]=3)[C:5]2=1.[CH3:27][C:28]1[N:33]=[CH:32][C:31](OB(O)O)=[CH:30][CH:29]=1.CC1(C)C(C)(C)OB(C2C=CC(N)=NC=2)O1, predict the reaction product. The product is: [CH3:27][C:28]1[N:33]=[CH:32][C:31]([C:2]2[N:3]=[C:4]3[C:9](=[CH:10][CH:11]=2)[N:8]=[CH:7][C:6]2[CH:12]=[CH:13][C:14](=[O:26])[N:15]([C:16]4[CH:21]=[CH:20][CH:19]=[C:18]([C:22]([F:25])([F:24])[F:23])[CH:17]=4)[C:5]3=2)=[CH:30][CH:29]=1. (2) Given the reactants [C:1]([O:5][C:6](=[O:22])[NH:7][C:8]1[CH:13]=[CH:12][C:11]([C:14]2[CH:19]=[CH:18][C:17]([F:20])=[CH:16][CH:15]=2)=[CH:10][C:9]=1[NH2:21])([CH3:4])([CH3:3])[CH3:2].C([O:27][C:28](=O)[CH2:29][C:30]([C:32]1[CH:37]=[CH:36][CH:35]=[C:34]([N:38]2[CH:42]=[C:41]([CH3:43])[N:40]=[C:39]2[CH3:44])[CH:33]=1)=[O:31])(C)(C)C, predict the reaction product. The product is: [C:1]([O:5][C:6](=[O:22])[NH:7][C:8]1[CH:13]=[CH:12][C:11]([C:14]2[CH:15]=[CH:16][C:17]([F:20])=[CH:18][CH:19]=2)=[CH:10][C:9]=1[NH:21][C:28](=[O:27])[CH2:29][C:30]([C:32]1[CH:37]=[CH:36][CH:35]=[C:34]([N:38]2[CH:42]=[C:41]([CH3:43])[N:40]=[C:39]2[CH3:44])[CH:33]=1)=[O:31])([CH3:4])([CH3:2])[CH3:3]. (3) Given the reactants [CH3:1][C:2]([CH3:33])([CH3:32])[C:3](=[O:31])[CH2:4][O:5][C:6]1[CH:11]=[CH:10][C:9]([C:12]([C:17]2[CH:22]=[CH:21][C:20]([N:23]([CH3:28])[S:24]([CH3:27])(=[O:26])=[O:25])=[C:19]([CH3:29])[CH:18]=2)([CH2:15][CH3:16])[CH2:13][CH3:14])=[CH:8][C:7]=1[CH3:30].CO.[BH4-].[Na+], predict the reaction product. The product is: [CH2:13]([C:12]([C:17]1[CH:22]=[CH:21][C:20]([N:23]([CH3:28])[S:24]([CH3:27])(=[O:25])=[O:26])=[C:19]([CH3:29])[CH:18]=1)([C:9]1[CH:10]=[CH:11][C:6]([O:5][CH2:4][CH:3]([OH:31])[C:2]([CH3:32])([CH3:33])[CH3:1])=[C:7]([CH3:30])[CH:8]=1)[CH2:15][CH3:16])[CH3:14]. (4) Given the reactants [NH:1]1[CH:5]=[CH:4][N:3]=[C:2]1[CH2:6][N:7]([CH2:14][C:15]1[CH:28]=[CH:27][C:18]([C:19]([NH:21][CH2:22][CH2:23][CH2:24][CH2:25][NH2:26])=[O:20])=[CH:17][CH:16]=1)[CH2:8][C:9]1[NH:10][CH:11]=[CH:12][N:13]=1.[CH3:29][O:30][C:31]1[CH:38]=[CH:37][CH:36]=[CH:35][C:32]=1[CH:33]=O.C(OC)(OC)OC.[BH4-].[Na+], predict the reaction product. The product is: [NH:1]1[CH:5]=[CH:4][N:3]=[C:2]1[CH2:6][N:7]([CH2:14][C:15]1[CH:28]=[CH:27][C:18]([C:19]([NH:21][CH2:22][CH2:23][CH2:24][CH2:25][NH:26][CH2:33][C:32]2[CH:35]=[CH:36][CH:37]=[CH:38][C:31]=2[O:30][CH3:29])=[O:20])=[CH:17][CH:16]=1)[CH2:8][C:9]1[NH:13][CH:12]=[CH:11][N:10]=1. (5) The product is: [C:19]([C:21]1[CH:26]=[CH:25][C:24]([CH:27]([C:43]2[C:44](=[O:50])[CH2:45][CH2:46][CH2:47][C:15]=2[O:16][CH3:18])[NH:28][C:29]([NH:31][C:32]2[CH:37]=[CH:36][C:35]([F:38])=[C:34]([C:39]([F:40])([F:42])[F:41])[CH:33]=2)=[O:30])=[CH:23][CH:22]=1)#[N:20]. Given the reactants C(N(CC)C(C)C)(C)C.F[B-](F)(F)F.[CH3:15][O+:16]([CH3:18])C.[C:19]([C:21]1[CH:26]=[CH:25][C:24]([CH:27]([C:43]2C(=O)[CH2:47][CH2:46][CH2:45][C:44]=2[OH:50])[NH:28][C:29]([NH:31][C:32]2[CH:37]=[CH:36][C:35]([F:38])=[C:34]([C:39]([F:42])([F:41])[F:40])[CH:33]=2)=[O:30])=[CH:23][CH:22]=1)#[N:20], predict the reaction product. (6) The product is: [Cl:34][C:31]1[N:30]=[CH:29][C:28]([N:19]2[C:18]3[N:35]4[CH:36]=[C:12]([NH:11][CH:1]=[O:2])[CH:13]=[CH:14][C:15]4=[N:16][C:17]=3[C:26]3[C:21](=[CH:22][CH:23]=[CH:24][CH:25]=3)[C:20]2=[O:27])=[CH:33][CH:32]=1. Given the reactants [CH:1](O)=[O:2].C(OC(=O)C)(=O)C.[NH2:11][C:12]1[CH:13]=[CH:14][C:15]2[N:35]([CH:36]=1)[C:18]1[N:19]([C:28]3[CH:29]=[N:30][C:31]([Cl:34])=[CH:32][CH:33]=3)[C:20](=[O:27])[C:21]3[C:26]([C:17]=1[N:16]=2)=[CH:25][CH:24]=[CH:23][CH:22]=3, predict the reaction product.